This data is from Peptide-MHC class I binding affinity with 185,985 pairs from IEDB/IMGT. The task is: Regression. Given a peptide amino acid sequence and an MHC pseudo amino acid sequence, predict their binding affinity value. This is MHC class I binding data. (1) The peptide sequence is TAFTIPST. The MHC is HLA-B40:02 with pseudo-sequence HLA-B40:02. The binding affinity (normalized) is 0. (2) The peptide sequence is IFMLQKCDL. The MHC is HLA-A30:01 with pseudo-sequence HLA-A30:01. The binding affinity (normalized) is 0.0847. (3) The peptide sequence is GAEALGPFQSF. The MHC is H-2-Db with pseudo-sequence H-2-Db. The binding affinity (normalized) is 0.0206.